From a dataset of CYP1A2 inhibition data for predicting drug metabolism from PubChem BioAssay. Regression/Classification. Given a drug SMILES string, predict its absorption, distribution, metabolism, or excretion properties. Task type varies by dataset: regression for continuous measurements (e.g., permeability, clearance, half-life) or binary classification for categorical outcomes (e.g., BBB penetration, CYP inhibition). Dataset: cyp1a2_veith. The result is 1 (inhibitor). The compound is CC(C)C(=O)Cc1ccc2ccccc2n1.